Dataset: Full USPTO retrosynthesis dataset with 1.9M reactions from patents (1976-2016). Task: Predict the reactants needed to synthesize the given product. (1) Given the product [CH3:1][NH:2][C:3]([C:5]1[CH:10]=[C:9]([O:11][C:12]2[CH:17]=[CH:16][C:15]([NH2:18])=[C:14]3[C:13]=2[N:19]=[CH:20][CH:21]=[CH:22]3)[CH:8]=[CH:7][N:6]=1)=[O:4], predict the reactants needed to synthesize it. The reactants are: [CH3:1][NH:2][C:3]([C:5]1[CH:10]=[C:9]([O:11][C:12]2[CH:17]=[CH:16][C:15]([NH2:18])=[CH:14][CH:13]=2)[CH:8]=[CH:7][N:6]=1)=[O:4].[NH2:19][C:20]1C=CC(O)=[CH:22][CH:21]=1. (2) Given the product [Cl:12][C:13]1[CH:21]=[N:20][CH:19]=[CH:18][C:14]=1[C:15]([NH:22][C:23]1[CH:28]=[C:27]([C:29]([F:38])([C:30]([F:31])([F:32])[F:33])[C:34]([F:35])([F:36])[F:37])[CH:26]=[CH:25][C:24]=1[OH:39])=[O:17], predict the reactants needed to synthesize it. The reactants are: CCN=C=NCCCN(C)C.[Cl:12][C:13]1[CH:21]=[N:20][CH:19]=[CH:18][C:14]=1[C:15]([OH:17])=O.[NH2:22][C:23]1[CH:28]=[C:27]([C:29]([F:38])([C:34]([F:37])([F:36])[F:35])[C:30]([F:33])([F:32])[F:31])[CH:26]=[CH:25][C:24]=1[OH:39]. (3) Given the product [CH:9]1([CH2:8][C@H:7]([NH:12][C:13](=[O:19])[O:14][C:15]([CH3:18])([CH3:16])[CH3:17])[C:6]2[N:5]=[C:1]([CH3:2])[O:21][N:20]=2)[CH2:10][CH2:11]1, predict the reactants needed to synthesize it. The reactants are: [C:1](O)(=O)[CH3:2].[NH2:5]/[C:6](=[N:20]\[OH:21])/[C@@H:7]([NH:12][C:13](=[O:19])[O:14][C:15]([CH3:18])([CH3:17])[CH3:16])[CH2:8][CH:9]1[CH2:11][CH2:10]1. (4) Given the product [NH:46]1[C:52]2[N:53]=[C:54]([CH2:57][CH2:58][O:1][C:2]3[CH:3]=[CH:4][C:5]([CH:8]4[CH2:10][CH:9]4[CH2:11][C:12]([O:14][CH2:15][CH3:16])=[O:13])=[CH:6][CH:7]=3)[CH:55]=[CH:56][C:51]=2[CH2:50][O:49][CH2:48][CH2:47]1, predict the reactants needed to synthesize it. The reactants are: [OH:1][C:2]1[CH:7]=[CH:6][C:5]([CH:8]2[CH2:10][CH:9]2[CH2:11][C:12]([OH:14])=[O:13])=[CH:4][CH:3]=1.[C:15]1(P(C2C=CC=CC=2)C2C=CC=CC=2)C=CC=C[CH:16]=1.N(C(OCC)=O)=NC(OCC)=O.[NH:46]1[C:52]2[N:53]=[C:54]([CH2:57][CH2:58]O)[CH:55]=[CH:56][C:51]=2[CH2:50][O:49][CH2:48][CH2:47]1. (5) Given the product [CH3:1][C:2]1[C:3]([CH2:8][N:9]([CH2:16][C:17]2[C:22]([CH3:23])=[CH:21][CH:20]=[CH:19][N:18]=2)[CH:10]2[CH2:15][CH2:14][N:13]([C:33]([NH:37][NH2:38])=[O:34])[CH2:12][CH2:11]2)=[N:4][CH:5]=[CH:6][CH:7]=1, predict the reactants needed to synthesize it. The reactants are: [CH3:1][C:2]1[C:3]([CH2:8][N:9]([CH2:16][C:17]2[C:22]([CH3:23])=[CH:21][CH:20]=[CH:19][N:18]=2)[CH:10]2[CH2:15][CH2:14][NH:13][CH2:12][CH2:11]2)=[N:4][CH:5]=[CH:6][CH:7]=1.CCN(C(C)C)C(C)C.[C:33](Cl)(Cl)=[O:34].[NH2:37][NH2:38].CC(OC(OC(OC(C)(C)C)=O)=O)(C)C. (6) Given the product [F:33][C:32]([F:35])([F:34])[C:30]([OH:36])=[O:31].[NH2:21][CH2:20][CH2:19][C:17]1[S:16][C:12]2[N:13]=[CH:14][N:15]=[C:10]([O:9][CH:6]3[CH2:7][CH2:8][CH:3]([N:2]([CH3:29])[CH3:1])[CH2:4][CH2:5]3)[C:11]=2[CH:18]=1, predict the reactants needed to synthesize it. The reactants are: [CH3:1][N:2]([CH3:29])[CH:3]1[CH2:8][CH2:7][CH:6]([O:9][C:10]2[C:11]3[CH:18]=[C:17]([CH2:19][CH2:20][NH:21]C(=O)OC(C)(C)C)[S:16][C:12]=3[N:13]=[CH:14][N:15]=2)[CH2:5][CH2:4]1.[C:30]([OH:36])([C:32]([F:35])([F:34])[F:33])=[O:31]. (7) Given the product [CH3:1][O:2][C:3]1[CH:8]=[CH:7][C:6]([C:9]2[N:10]=[C:11]([CH:22]3[CH2:27][CH2:26][N:25]([C:28](=[O:29])[N:33]([OH:34])[CH3:32])[CH2:24][CH2:23]3)[O:12][C:13]=2[C:14]2[CH:19]=[CH:18][C:17]([O:20][CH3:21])=[CH:16][CH:15]=2)=[CH:5][CH:4]=1, predict the reactants needed to synthesize it. The reactants are: [CH3:1][O:2][C:3]1[CH:8]=[CH:7][C:6]([C:9]2[N:10]=[C:11]([CH:22]3[CH2:27][CH2:26][N:25]([C:28](Cl)=[O:29])[CH2:24][CH2:23]3)[O:12][C:13]=2[C:14]2[CH:19]=[CH:18][C:17]([O:20][CH3:21])=[CH:16][CH:15]=2)=[CH:5][CH:4]=1.Cl.[CH3:32][NH:33][OH:34].C(N(CC)CC)C.Cl.